From a dataset of Full USPTO retrosynthesis dataset with 1.9M reactions from patents (1976-2016). Predict the reactants needed to synthesize the given product. (1) Given the product [F:10][C:11]1[CH:16]=[CH:15][C:14]([C:2]2[N:9]=[CH:8][CH:7]=[CH:6][C:3]=2[C:4]#[N:5])=[C:13]([O:17][CH3:18])[CH:12]=1, predict the reactants needed to synthesize it. The reactants are: Cl[C:2]1[N:9]=[CH:8][CH:7]=[CH:6][C:3]=1[C:4]#[N:5].[F:10][C:11]1[CH:16]=[CH:15][CH:14]=[C:13]([O:17][CH3:18])[C:12]=1B(O)O. (2) Given the product [CH:48]1([C:47]2[O:46][N:45]=[C:44]([C@@H:51]3[CH2:56][CH2:55][CH2:54][CH2:53][C@H:52]3[C:57]([F:59])([F:60])[F:58])[C:43]=2[CH2:42][O:16][CH:14]2[CH2:15][CH:9]3[N:8]([C:6]([O:5][C:2]([CH3:1])([CH3:3])[CH3:4])=[O:7])[CH:12]([CH2:11][CH2:10]3)[CH2:13]2)[CH2:50][CH2:49]1, predict the reactants needed to synthesize it. The reactants are: [CH3:1][C:2]([O:5][C:6]([N:8]1[CH:12]2[CH2:13][CH:14]([OH:16])[CH2:15][CH:9]1[CH2:10][CH2:11]2)=[O:7])([CH3:4])[CH3:3].C1OCCOCCOCCOCCOCCOC1.CC(C)([O-])C.[K+].Cl[CH2:42][C:43]1[C:44]([C@@H:51]2[CH2:56][CH2:55][CH2:54][CH2:53][C@H:52]2[C:57]([F:60])([F:59])[F:58])=[N:45][O:46][C:47]=1[CH:48]1[CH2:50][CH2:49]1. (3) Given the product [Cl:1][C:2]1[CH:7]=[CH:6][C:5]([CH:22]2[CH2:23][C:18](=[O:17])[CH2:19][CH2:20][N:21]2[C:24]([O:26][CH2:27][C:28]2[CH:33]=[CH:32][CH:31]=[CH:30][CH:29]=2)=[O:25])=[CH:4][CH:3]=1, predict the reactants needed to synthesize it. The reactants are: [Cl:1][C:2]1[CH:7]=[CH:6][C:5]([Mg]Br)=[CH:4][CH:3]=1.[B-](F)(F)(F)[O+](C)C.[O:17]=[C:18]1[CH:23]=[CH:22][N:21]([C:24]([O:26][CH2:27][C:28]2[CH:33]=[CH:32][CH:31]=[CH:30][CH:29]=2)=[O:25])[CH2:20][CH2:19]1.[NH4+].[Cl-].[NH4+].[OH-]. (4) Given the product [NH2:3][C:4]1[C:9]([F:10])=[C:8]([C:11]2[CH:19]=[CH:18][C:14]3=[N:15][O:16][N:17]=[C:13]3[CH:12]=2)[N:7]=[C:6]([C:20]([OH:22])=[O:21])[C:5]=1[Cl:24], predict the reactants needed to synthesize it. The reactants are: [OH-].[Na+].[NH2:3][C:4]1[C:9]([F:10])=[C:8]([C:11]2[CH:19]=[CH:18][C:14]3=[N:15][O:16][N:17]=[C:13]3[CH:12]=2)[N:7]=[C:6]([C:20]([O:22]C)=[O:21])[C:5]=1[Cl:24].Cl. (5) Given the product [F:1][C:2]1[CH:9]=[CH:8][C:7]([F:10])=[CH:6][C:3]=1[CH:4]1[C:19]([C:20]([O:22][CH2:23][CH3:24])=[O:21])=[C:18]([CH2:25][CH2:26][CH3:27])[NH:11][C:12]2=[N:13][NH:14][CH:15]=[C:16]12, predict the reactants needed to synthesize it. The reactants are: [F:1][C:2]1[CH:9]=[CH:8][C:7]([F:10])=[CH:6][C:3]=1[CH:4]=O.[NH2:11][C:12]1[CH:16]=[CH:15][NH:14][N:13]=1.O=[C:18]([CH2:25][CH2:26][CH3:27])[CH2:19][C:20]([O:22][CH2:23][CH3:24])=[O:21]. (6) Given the product [OH:23][C:12]1[C:11]([CH:24]([CH3:26])[CH3:25])=[N:10][N:9]([CH2:8][C:3]2[CH:4]=[CH:5][CH:6]=[CH:7][C:2]=2[C:35]2[CH:40]=[CH:39][N:38]=[C:37]([N:41]3[CH2:42][CH2:43][NH:44][CH2:45][CH2:46]3)[CH:36]=2)[C:14](=[O:15])[C:13]=1[C:16]([NH:18][CH2:19][C:20]([OH:22])=[O:21])=[O:17], predict the reactants needed to synthesize it. The reactants are: Br[C:2]1[CH:7]=[CH:6][CH:5]=[CH:4][C:3]=1[CH2:8][N:9]1[C:14](=[O:15])[C:13]([C:16]([NH:18][CH2:19][C:20]([OH:22])=[O:21])=[O:17])=[C:12]([OH:23])[C:11]([CH:24]([CH3:26])[CH3:25])=[N:10]1.CC1(C)C(C)(C)OB([C:35]2[CH:40]=[CH:39][N:38]=[C:37]([N:41]3[CH2:46][CH2:45][NH:44][CH2:43][CH2:42]3)[CH:36]=2)O1.C(=O)([O-])[O-].[K+].[K+].CCOCC. (7) Given the product [CH2:1]([O:4][C:5]1[CH:10]=[C:9]([O:11][CH2:12][CH:13]=[CH2:14])[C:8]([CH:15]([C:17]#[CH:18])[CH3:16])=[CH:7][C:6]=1[C:19]1[N:20]([C:21]2[CH:26]=[CH:25][C:24]([CH2:35][N:42]3[CH2:46][CH2:45][O:50][CH2:47][CH2:43]3)=[CH:23][CH:22]=2)[C:54](=[O:53])[NH:34][N:33]=1)[CH:2]=[CH2:3], predict the reactants needed to synthesize it. The reactants are: [CH2:1]([O:4][C:5]1[CH:10]=[C:9]([O:11][CH2:12][CH:13]=[CH2:14])[C:8]([CH:15]([C:17]#[CH:18])[CH3:16])=[CH:7][C:6]=1[C:19](=[N:33][NH2:34])[NH:20][C:21]1[CH:26]=[CH:25][C:24](N2CCOCC2)=[CH:23][CH:22]=1)[CH:2]=[CH2:3].[C:35]([N:42]1[CH:46]=[CH:45]N=[CH:43]1)(N1C=CN=C1)=O.[C:47](=[O:50])([O-])[O-].[Na+].[Na+].[O:53]1CCC[CH2:54]1. (8) Given the product [Br:1][C:2]1[C:3]2[N:17]=[C:18]([NH:19][C:20]3[CH:25]=[CH:24][C:23]([Cl:26])=[CH:22][C:21]=3[Cl:27])[N:12]([CH2:13][CH2:14][CH2:15][Cl:16])[C:4]=2[C:5]([C:6]([O:8][CH3:9])=[O:7])=[CH:10][CH:11]=1, predict the reactants needed to synthesize it. The reactants are: [Br:1][C:2]1[CH:11]=[CH:10][C:5]([C:6]([O:8][CH3:9])=[O:7])=[C:4]([NH:12][CH2:13][CH2:14][CH2:15][Cl:16])[C:3]=1[NH:17][C:18](=S)[NH:19][C:20]1[CH:25]=[CH:24][C:23]([Cl:26])=[CH:22][C:21]=1[Cl:27].Cl.C(N=C=NCCCN(C)C)C.C(N(CC)CC)C.